Dataset: Peptide-MHC class II binding affinity with 134,281 pairs from IEDB. Task: Regression. Given a peptide amino acid sequence and an MHC pseudo amino acid sequence, predict their binding affinity value. This is MHC class II binding data. The peptide sequence is DKGPGFVVTGRVYCD. The MHC is HLA-DQA10102-DQB10602 with pseudo-sequence HLA-DQA10102-DQB10602. The binding affinity (normalized) is 0.432.